Dataset: HIV replication inhibition screening data with 41,000+ compounds from the AIDS Antiviral Screen. Task: Binary Classification. Given a drug SMILES string, predict its activity (active/inactive) in a high-throughput screening assay against a specified biological target. (1) The drug is O=C(NC(=Cc1ccc(Br)cc1)c1nc2ccccc2s1)c1ccccc1. The result is 0 (inactive). (2) The molecule is CCOC1C(CCC=Cc2ccccc2)CCCCN1C(=O)OC(C)(C)C. The result is 0 (inactive). (3) The molecule is O=C(O)C1SCCCS1. The result is 0 (inactive). (4) The compound is COC(=O)c1ccc2cc1N=C1C(C#N)=CNC(=S)N12. The result is 0 (inactive). (5) The drug is O=C(O)N=NC(=O)O. The result is 0 (inactive). (6) The compound is O=C(O)C(CS)Nc1c2ccccc2nc2ccccc12. The result is 0 (inactive). (7) The drug is Nc1ncnc2c1ncn2C1CCC(CO)OC1. The result is 0 (inactive). (8) The drug is COc1ccc(OC)c(C=C2C(=O)N=C(NC(C)=O)N2C)c1. The result is 0 (inactive). (9) The compound is CCOC(=O)c1cc2cc3c4c(c2oc1=O)CCCN4CCC3. The result is 0 (inactive).